This data is from Forward reaction prediction with 1.9M reactions from USPTO patents (1976-2016). The task is: Predict the product of the given reaction. (1) Given the reactants [F:1][C:2]1[CH:3]=[C:4]2[C:12](=[CH:13][CH:14]=1)[N:11]([CH2:15][CH2:16][CH2:17][CH2:18][CH2:19][C:20]([O:22][CH2:23][CH3:24])=[O:21])[C:10]1[CH2:9][CH2:8][C:7](=[CH2:25])[C:6](=[O:26])[C:5]2=1.[CH2:27]([N:31]1[CH2:36][CH2:35][NH:34][CH2:33][CH2:32]1)[CH2:28][CH2:29][CH3:30], predict the reaction product. The product is: [CH2:27]([N:31]1[CH2:36][CH2:35][N:34]([CH2:25][CH:7]2[C:6](=[O:26])[C:5]3[C:4]4[C:12](=[CH:13][CH:14]=[C:2]([F:1])[CH:3]=4)[N:11]([CH2:15][CH2:16][CH2:17][CH2:18][CH2:19][C:20]([O:22][CH2:23][CH3:24])=[O:21])[C:10]=3[CH2:9][CH2:8]2)[CH2:33][CH2:32]1)[CH2:28][CH2:29][CH3:30]. (2) Given the reactants [NH2:1][C:2](=[O:106])[CH2:3][NH:4][C:5](=[O:105])[C@@H:6]([NH:13][C:14](=[O:104])[C@@H:15]([N:17]([CH3:103])[C:18]([C@H:20]([CH2:92][C:93]([O:95]CC1C=CC=CC=1)=[O:94])[NH:21][C:22](=[O:91])[C@H:23]([CH2:84][C:85]1[CH:90]=[CH:89][CH:88]=[CH:87][CH:86]=1)[NH:24][C:25](=[O:83])[C@H:26]([CH:80]([CH3:82])[CH3:81])[NH:27][C:28](=[O:79])[C@H:29]([CH3:78])[NH:30][C:31](=[O:77])[C@H:32]([CH2:73][CH:74]([CH3:76])[CH3:75])[NH:33][C:34](=[O:72])[CH2:35][NH:36][C:37](=[O:71])[C@H:38]([CH2:64][C:65]1[CH:70]=[CH:69][CH:68]=[CH:67][CH:66]=1)[N:39]([CH3:63])[C:40](=[O:62])[C@H:41]([CH3:61])[NH:42][C:43](=[O:60])[C@H:44]([CH2:53][C:54]1[CH:59]=[CH:58][CH:57]=[CH:56][CH:55]=1)[NH:45][C:46](=[O:52])[O:47][C:48]([CH3:51])([CH3:50])[CH3:49])=[O:19])[CH3:16])[CH2:7][O:8][C:9]([CH3:12])([CH3:11])[CH3:10].C(OCC)(=O)C.[H][H], predict the reaction product. The product is: [NH2:1][C:2](=[O:106])[CH2:3][NH:4][C:5](=[O:105])[C@@H:6]([NH:13][C:14](=[O:104])[C@@H:15]([N:17]([CH3:103])[C:18]([C@H:20]([CH2:92][C:93]([OH:95])=[O:94])[NH:21][C:22](=[O:91])[C@H:23]([CH2:84][C:85]1[CH:86]=[CH:87][CH:88]=[CH:89][CH:90]=1)[NH:24][C:25](=[O:83])[C@H:26]([CH:80]([CH3:82])[CH3:81])[NH:27][C:28](=[O:79])[C@H:29]([CH3:78])[NH:30][C:31](=[O:77])[C@H:32]([CH2:73][CH:74]([CH3:75])[CH3:76])[NH:33][C:34](=[O:72])[CH2:35][NH:36][C:37](=[O:71])[C@H:38]([CH2:64][C:65]1[CH:70]=[CH:69][CH:68]=[CH:67][CH:66]=1)[N:39]([CH3:63])[C:40](=[O:62])[C@H:41]([CH3:61])[NH:42][C:43](=[O:60])[C@H:44]([CH2:53][C:54]1[CH:59]=[CH:58][CH:57]=[CH:56][CH:55]=1)[NH:45][C:46](=[O:52])[O:47][C:48]([CH3:49])([CH3:50])[CH3:51])=[O:19])[CH3:16])[CH2:7][O:8][C:9]([CH3:10])([CH3:11])[CH3:12]. (3) Given the reactants [I:1][C:2]1[C:10]2[C:5](=[CH:6][CH:7]=[CH:8][CH:9]=2)[NH:4][N:3]=1.[N:11]([C:14]([CH3:17])([CH3:16])[CH3:15])=[C:12]=[O:13], predict the reaction product. The product is: [C:14]([NH:11][C:12]([N:4]1[C:5]2[C:10](=[CH:9][CH:8]=[CH:7][CH:6]=2)[C:2]([I:1])=[N:3]1)=[O:13])([CH3:17])([CH3:16])[CH3:15]. (4) Given the reactants F[C:2]1[C:3]([N+:25]([O-:27])=[O:26])=[C:4]2[C:9](=[C:10]([O:13][CH3:14])[C:11]=1[F:12])[N:8]([C@@H:15]1[CH2:17][C@@H:16]1[F:18])[CH:7]=[C:6]([C:19]([O:21][CH2:22][CH3:23])=[O:20])[C:5]2=[O:24].O.[NH3:29].O.C(Cl)(Cl)Cl, predict the reaction product. The product is: [NH2:29][C:2]1[C:3]([N+:25]([O-:27])=[O:26])=[C:4]2[C:9](=[C:10]([O:13][CH3:14])[C:11]=1[F:12])[N:8]([C@@H:15]1[CH2:17][C@@H:16]1[F:18])[CH:7]=[C:6]([C:19]([O:21][CH2:22][CH3:23])=[O:20])[C:5]2=[O:24]. (5) Given the reactants Br[C:2]1[CH:3]=[C:4]2[C:9](=[CH:10][CH:11]=1)[N:8]=[CH:7][C:6]([C:12]([CH:14]1[CH2:16][CH2:15]1)=[O:13])=[C:5]2[NH:17][C:18]1[CH:23]=[CH:22][CH:21]=[C:20]([CH2:24][CH2:25][N:26]([CH3:28])[CH3:27])[CH:19]=1.[Cl:29][C:30]1[CH:35]=[C:34](B2OC(C)(C)C(C)(C)O2)[CH:33]=[C:32]([Cl:45])[C:31]=1[OH:46], predict the reaction product. The product is: [CH:14]1([C:12]([C:6]2[CH:7]=[N:8][C:9]3[C:4]([C:5]=2[NH:17][C:18]2[CH:23]=[CH:22][CH:21]=[C:20]([CH2:24][CH2:25][N:26]([CH3:28])[CH3:27])[CH:19]=2)=[CH:3][C:2]([C:34]2[CH:35]=[C:30]([Cl:29])[C:31]([OH:46])=[C:32]([Cl:45])[CH:33]=2)=[CH:11][CH:10]=3)=[O:13])[CH2:16][CH2:15]1. (6) Given the reactants [CH:1]12[O:10][CH:2]1[CH2:3][C:4]1[C:9]2=[CH:8][CH:7]=[CH:6][CH:5]=1.[CH3:11][NH:12][CH3:13], predict the reaction product. The product is: [CH3:11][N:12]([CH3:13])[C@@H:1]1[C:9]2[C:4](=[CH:5][CH:6]=[CH:7][CH:8]=2)[CH2:3][C@H:2]1[OH:10]. (7) Given the reactants [Cl:1][C:2]1[CH:9]=[C:8]([Cl:10])[CH:7]=[C:6]([OH:11])[C:3]=1[CH:4]=[O:5].[C:12](=O)([O-])[O-].[K+].[K+].IC.CCCCCC.CCOC(C)=O, predict the reaction product. The product is: [Cl:1][C:2]1[CH:9]=[C:8]([Cl:10])[CH:7]=[C:6]([O:11][CH3:12])[C:3]=1[CH:4]=[O:5]. (8) Given the reactants Br[CH2:2][CH2:3][CH2:4][CH2:5][CH2:6][CH2:7][CH2:8][CH2:9][CH2:10][CH2:11][CH2:12][CH2:13][Br:14].[Si]([O:22][C@@H:23]([CH2:26][O:27][C:28]1[CH:33]=[CH:32][CH:31]=[CH:30][CH:29]=1)[C:24]#[CH:25])(C(C)(C)C)(C)C.O1CCCCC1OCCCC#C, predict the reaction product. The product is: [Br:14][CH2:13][CH2:12][CH2:11][CH2:10][CH2:9][CH2:8][CH2:7][CH2:6][CH2:5][CH2:4][CH2:3][CH2:2][C:25]#[C:24][C@@H:23]([OH:22])[CH2:26][O:27][C:28]1[CH:33]=[CH:32][CH:31]=[CH:30][CH:29]=1. (9) The product is: [CH3:25][O:24][C:19]1[CH:20]=[CH:21][CH:22]=[CH:23][C:18]=1[C:15]1[CH:14]=[CH:13][C:12]([O:11][CH2:10][C:8]2[CH:9]=[C:5]([C:3]([OH:4])=[O:2])[O:6][C:7]=2[CH3:26])=[CH:17][CH:16]=1. Given the reactants C[O:2][C:3]([C:5]1[O:6][C:7]([CH3:26])=[C:8]([CH2:10][O:11][C:12]2[CH:17]=[CH:16][C:15]([C:18]3[CH:23]=[CH:22][CH:21]=[CH:20][C:19]=3[O:24][CH3:25])=[CH:14][CH:13]=2)[CH:9]=1)=[O:4], predict the reaction product.